This data is from Forward reaction prediction with 1.9M reactions from USPTO patents (1976-2016). The task is: Predict the product of the given reaction. (1) Given the reactants Cl.[CH3:2][N:3]1[C:11]2[C:6](=[N:7][C:8]([C@@H:18]([NH2:20])[CH3:19])=[C:9]([C:12]3[CH:17]=[CH:16][CH:15]=[CH:14][N:13]=3)[CH:10]=2)[CH:5]=[CH:4]1.[NH2:21][C:22]1[N:27]=[C:26](Cl)[C:25]([C:29]#[N:30])=[C:24]([CH3:31])[N:23]=1.C(N(C(C)C)C(C)C)C, predict the reaction product. The product is: [NH2:21][C:22]1[N:23]=[C:24]([CH3:31])[C:25]([C:29]#[N:30])=[C:26]([NH:20][C@H:18]([C:8]2[N:7]=[C:6]3[CH:5]=[CH:4][N:3]([CH3:2])[C:11]3=[CH:10][C:9]=2[C:12]2[CH:17]=[CH:16][CH:15]=[CH:14][N:13]=2)[CH3:19])[N:27]=1. (2) Given the reactants C([O:4][CH2:5][C:6]1[O:7][C:8]([C:19]2[CH:24]=[CH:23][C:22]([O:25][CH3:26])=[CH:21][CH:20]=2)=[C:9]([C:11]2[CH:12]=[N:13][C:14]([O:17][CH3:18])=[CH:15][CH:16]=2)[N:10]=1)(=O)C.C(=O)([O-])[O-].[K+].[K+], predict the reaction product. The product is: [CH3:26][O:25][C:22]1[CH:21]=[CH:20][C:19]([C:8]2[O:7][C:6]([CH2:5][OH:4])=[N:10][C:9]=2[C:11]2[CH:12]=[N:13][C:14]([O:17][CH3:18])=[CH:15][CH:16]=2)=[CH:24][CH:23]=1.